From a dataset of Catalyst prediction with 721,799 reactions and 888 catalyst types from USPTO. Predict which catalyst facilitates the given reaction. (1) Reactant: [Br:1][C:2]1[CH:11]=[C:10]2[C:5]([CH2:6][CH2:7][C:8](=[O:12])[CH2:9]2)=[CH:4][C:3]=1[F:13].C1C(=O)N(Br)C(=O)C1.[Si](OS(C(F)(F)F)(=O)=O)(C)(C)C. Product: [Br:1][C:2]1[CH:11]=[C:10]2[C:5]([CH:6]=[CH:7][C:8]([OH:12])=[CH:9]2)=[CH:4][C:3]=1[F:13]. The catalyst class is: 210. (2) Reactant: I[CH2:2][CH2:3][CH2:4][O:5][C:6]1[CH:11]=[CH:10][C:9]([NH:12][CH:13]=[C:14]2[C:22]3[C:17](=[CH:18][CH:19]=[CH:20][CH:21]=3)[NH:16][C:15]2=[O:23])=[CH:8][CH:7]=1.[CH3:24][N:25]1[CH2:30][CH2:29][NH:28][CH2:27][CH2:26]1.CCOC(C)=O. Product: [CH3:24][N:25]1[CH2:30][CH2:29][N:28]([CH2:2][CH2:3][CH2:4][O:5][C:6]2[CH:11]=[CH:10][C:9]([NH:12][CH:13]=[C:14]3[C:22]4[C:17](=[CH:18][CH:19]=[CH:20][CH:21]=4)[NH:16][C:15]3=[O:23])=[CH:8][CH:7]=2)[CH2:27][CH2:26]1. The catalyst class is: 1.